Dataset: Full USPTO retrosynthesis dataset with 1.9M reactions from patents (1976-2016). Task: Predict the reactants needed to synthesize the given product. (1) Given the product [CH3:38][O:39][C:40]1[CH:52]=[C:51]([O:53][CH3:54])[CH:50]=[CH:49][C:41]=1[CH2:42][N:43]([C:44]1[S:45][CH:46]=[CH:47][N:48]=1)[S:23]([C:17]1[CH:16]=[CH:15][C:14]2[C:19](=[CH:20][CH:21]=[CH:22][C:13]=2[CH:9]2[CH2:10][CH2:11][CH2:12][NH:8]2)[CH:18]=1)(=[O:24])=[O:25], predict the reactants needed to synthesize it. The reactants are: FC(F)(F)C(O)=O.[NH:8]1[CH2:12][CH2:11][CH2:10][CH:9]1[C:13]1[CH:22]=[CH:21][CH:20]=[C:19]2[C:14]=1[CH:15]=[CH:16][C:17]([S:23](OC1C(F)=C(F)C(F)=C(F)C=1F)(=[O:25])=[O:24])=[CH:18]2.[CH3:38][O:39][C:40]1[CH:52]=[C:51]([O:53][CH3:54])[CH:50]=[CH:49][C:41]=1[CH2:42][NH:43][C:44]1[S:45][CH:46]=[CH:47][N:48]=1.C[Si]([N-][Si](C)(C)C)(C)C.[Li+]. (2) Given the product [Cl:1][C:2]1[CH:3]=[C:4]([C@@:8]([C@@H:11]2[CH2:16][CH2:15][CH2:14][N:13]([C:17]([O:19][C:20]([CH3:23])([CH3:22])[CH3:21])=[O:18])[CH2:12]2)([O:10][CH2:27][C:28]([O:30][CH2:31][CH3:32])=[O:29])[CH3:9])[CH:5]=[CH:6][CH:7]=1, predict the reactants needed to synthesize it. The reactants are: [Cl:1][C:2]1[CH:3]=[C:4]([C@@:8]([C@@H:11]2[CH2:16][CH2:15][CH2:14][N:13]([C:17]([O:19][C:20]([CH3:23])([CH3:22])[CH3:21])=[O:18])[CH2:12]2)([OH:10])[CH3:9])[CH:5]=[CH:6][CH:7]=1.[H-].[Na+].I[CH2:27][C:28]([O:30][CH2:31][CH3:32])=[O:29].